Dataset: Reaction yield outcomes from USPTO patents with 853,638 reactions. Task: Predict the reaction yield, written as a fraction of the theoretical maximum amount of product (1.0 means a 100% yield; for example, 0.34 means a 34% yield). (1) The reactants are [Cl:1][C:2]1[CH:10]=[CH:9][C:5]([C:6](O)=[O:7])=[CH:4][C:3]=1[O:11][CH3:12].[H-].[Al+3].[Li+].[H-].[H-].[H-]. The catalyst is C1COCC1. The product is [Cl:1][C:2]1[CH:10]=[CH:9][C:5]([CH2:6][OH:7])=[CH:4][C:3]=1[O:11][CH3:12]. The yield is 0.710. (2) The catalyst is C1(C)C=CC=CC=1. The product is [Cl:16][C:3]1[C:4]2[C:9](=[CH:8][CH:7]=[CH:6][CH:5]=2)[NH:1][C:2]=1[C:10]([O:12][CH2:13][CH3:14])=[O:11]. The yield is 0.540. The reactants are [NH:1]1[C:9]2[C:4](=[CH:5][CH:6]=[CH:7][CH:8]=2)[CH:3]=[C:2]1[C:10]([O:12][CH2:13][CH3:14])=[O:11].P(Cl)(Cl)(Cl)(Cl)[Cl:16]. (3) The reactants are CN([CH:4]=[O:5])C.O=P(Cl)(Cl)Cl.[CH:11]1([C:14]2[N:18]=[C:17]([C:19]3[NH:20][C:21]4[C:26]([CH:27]=3)=[CH:25][C:24]([O:28][CH3:29])=[CH:23][CH:22]=4)[O:16][N:15]=2)[CH2:13][CH2:12]1.[OH-].[Na+]. The catalyst is C(Cl)Cl.O. The product is [CH:11]1([C:14]2[N:18]=[C:17]([C:19]3[NH:20][C:21]4[C:26]([C:27]=3[CH:4]=[O:5])=[CH:25][C:24]([O:28][CH3:29])=[CH:23][CH:22]=4)[O:16][N:15]=2)[CH2:13][CH2:12]1. The yield is 0.890. (4) The reactants are [CH3:1][N:2]([S:20]([C:23]1[S:24][CH:25]=[CH:26][CH:27]=1)(=[O:22])=[O:21])[C:3]1[CH:4]=[CH:5][CH:6]=[C:7]2[C:11]=1[NH:10][C:9]([C:12]1[S:13][CH:14]([C:17](O)=[O:18])[CH2:15][N:16]=1)=[CH:8]2.[NH:28]1[CH2:33][CH2:32][O:31][CH2:30][CH2:29]1.N1(O)C2C=CC=CC=2N=N1.Cl.CN(C)CCCN=C=NCC. The catalyst is O.CN(C)C=O. The product is [CH3:1][N:2]([C:3]1[CH:4]=[CH:5][CH:6]=[C:7]2[C:11]=1[NH:10][C:9]([C:12]1[S:13][CH:14]([C:17]([N:28]3[CH2:33][CH2:32][O:31][CH2:30][CH2:29]3)=[O:18])[CH2:15][N:16]=1)=[CH:8]2)[S:20]([C:23]1[S:24][CH:25]=[CH:26][CH:27]=1)(=[O:21])=[O:22]. The yield is 0.860. (5) The reactants are I[C:2]1[CH:9]=[CH:8][CH:7]=[CH:6][C:3]=1[CH2:4][OH:5].[CH3:10][O:11][C:12]1[CH:17]=[CH:16][C:15]([SH:18])=[CH:14][CH:13]=1.C([O-])([O-])=O.[K+].[K+].C(O)CO. The catalyst is [Cu]I.CC(O)C. The product is [CH3:10][O:11][C:12]1[CH:17]=[CH:16][C:15]([S:18][C:2]2[CH:9]=[CH:8][CH:7]=[CH:6][C:3]=2[CH2:4][OH:5])=[CH:14][CH:13]=1. The yield is 0.890. (6) The reactants are N(C(OCC)=O)=NC(OCC)=O.[S:13]1[CH2:17][C:16](=[O:18])[NH:15][C:14]1=[O:19].[Cl:20][C:21]1[CH:22]=[C:23]([CH:26]=[C:27]([Cl:29])[CH:28]=1)[CH2:24]O.C1(P(C2C=CC=CC=2)C2C=CC=CC=2)C=CC=CC=1. The catalyst is O1CCCC1. The product is [Cl:20][C:21]1[CH:22]=[C:23]([CH:26]=[C:27]([Cl:29])[CH:28]=1)[CH2:24][N:15]1[C:16](=[O:18])[CH2:17][S:13][C:14]1=[O:19]. The yield is 0.955.